This data is from Forward reaction prediction with 1.9M reactions from USPTO patents (1976-2016). The task is: Predict the product of the given reaction. (1) Given the reactants [C:1]12([CH2:13][CH:12]([NH2:14])[C:11]3[C:6](=[CH:7][CH:8]=[CH:9][CH:10]=3)[O:5]1)[CH2:4][CH2:3][CH2:2]2.[C:15]1([CH2:25][C:26]([OH:28])=O)[C:24]2[C:19](=[CH:20][CH:21]=[CH:22][CH:23]=2)[CH:18]=[CH:17][CH:16]=1.CCN=C=NCCCN(C)C.[ClH:40].C1C=CC2N(O)N=NC=2C=1.C(N(CC)CC)C, predict the reaction product. The product is: [Cl:40][C:7]1[CH:8]=[CH:9][CH:10]=[C:11]2[C:6]=1[O:5][C:1]1([CH2:4][CH2:3][CH2:2]1)[CH2:13][C@H:12]2[NH:14][C:26](=[O:28])[CH2:25][C:15]1[C:24]2[C:19](=[CH:20][CH:21]=[CH:22][CH:23]=2)[CH:18]=[CH:17][CH:16]=1. (2) Given the reactants [Cl:1][C:2]1[N:7]=[C:6](Cl)[N:5]=[C:4]([NH:9][CH2:10][C:11]#[CH:12])[N:3]=1.[CH:13]1([CH2:16][NH2:17])[CH2:15][CH2:14]1.ClC1N=C(NC(C)C)N=C(NCC#C)N=1, predict the reaction product. The product is: [Cl:1][C:2]1[N:7]=[C:6]([NH:17][CH2:16][CH:13]2[CH2:15][CH2:14]2)[N:5]=[C:4]([NH:9][CH2:10][C:11]#[CH:12])[N:3]=1. (3) Given the reactants I[C:2]1[CH:16]=[CH:15][C:5]([CH2:6][N:7]2[CH2:12][CH2:11][CH:10]([O:13][CH3:14])[CH2:9][CH2:8]2)=[CH:4][CH:3]=1.[Cl:17][C:18]1[CH:23]=[CH:22][C:21]([C:24]2[CH:29]=[CH:28][C:27]([NH:30][C:31](=[O:34])[C:32]#[CH:33])=[CH:26][CH:25]=2)=[CH:20][CH:19]=1, predict the reaction product. The product is: [Cl:17][C:18]1[CH:19]=[CH:20][C:21]([C:24]2[CH:29]=[CH:28][C:27]([NH:30][C:31](=[O:34])[C:32]#[C:33][C:2]3[CH:16]=[CH:15][C:5]([CH2:6][N:7]4[CH2:12][CH2:11][CH:10]([O:13][CH3:14])[CH2:9][CH2:8]4)=[CH:4][CH:3]=3)=[CH:26][CH:25]=2)=[CH:22][CH:23]=1. (4) The product is: [CH3:1][O:2][C:3]([C:5]1[S:6][C:7]([CH2:10][CH2:11][CH2:12][N:13]([CH2:14][CH2:15][CH2:16][C:17]2[CH:22]=[CH:21][CH:20]=[C:19]([Cl:23])[CH:18]=2)[S:38]([C:34]2[CH:33]=[N:32][CH:37]=[CH:36][CH:35]=2)(=[O:40])=[O:39])=[CH:8][CH:9]=1)=[O:4]. Given the reactants [CH3:1][O:2][C:3]([C:5]1[S:6][C:7]([CH2:10][CH2:11][CH2:12][NH:13][CH2:14][CH2:15][CH2:16][C:17]2[CH:22]=[CH:21][CH:20]=[C:19]([Cl:23])[CH:18]=2)=[CH:8][CH:9]=1)=[O:4].C(N(CC)CC)C.Cl.[N:32]1[CH:37]=[CH:36][CH:35]=[C:34]([S:38](Cl)(=[O:40])=[O:39])[CH:33]=1, predict the reaction product. (5) Given the reactants C([Si]([O:8]/[C:9](/[C:12]1[CH:17]=[CH:16][CH:15]=[C:14]([F:18])[CH:13]=1)=[CH:10]\[CH3:11])(C)C)(C)(C)C.CC[C@@H]1[C@@H]2C[C@H]([C@@H](OC3C4C(=CC=CC=4)C(O[C@@H](C4C=CN=C5C=4C=C(OC)C=C5)[C@@H]4N5C[C@H](CC)[C@@H](CC5)C4)=NN=3)C3C=CN=C4C=3C=C([O:40]C)C=C4)N(CC2)C1.CS(N)(=O)=O, predict the reaction product. The product is: [F:18][C:14]1[CH:13]=[C:12]([C:9](=[O:8])[C@H:10]([OH:40])[CH3:11])[CH:17]=[CH:16][CH:15]=1. (6) Given the reactants [F:1][C:2]1[CH:7]=[C:6]([N:8]2[CH:12]=[CH:11][CH:10]=[N:9]2)[CH:5]=[CH:4][C:3]=1[NH:13][N:14]=[C:15]([C:21]1[N:25]([C:26]2[CH:31]=[CH:30][CH:29]=[CH:28][CH:27]=2)[N:24]=[CH:23][CH:22]=1)[C:16](=[O:20])[CH2:17][O:18][CH3:19].[CH3:32]OC(OC)N(C)C.O, predict the reaction product. The product is: [F:1][C:2]1[CH:7]=[C:6]([N:8]2[CH:12]=[CH:11][CH:10]=[N:9]2)[CH:5]=[CH:4][C:3]=1[N:13]1[CH:32]=[C:17]([O:18][CH3:19])[C:16](=[O:20])[C:15]([C:21]2[N:25]([C:26]3[CH:27]=[CH:28][CH:29]=[CH:30][CH:31]=3)[N:24]=[CH:23][CH:22]=2)=[N:14]1. (7) Given the reactants [Cl:1][C:2]1[N:6]2[CH:7]=[C:8]([O:15][CH2:16][CH3:17])[CH:9]=[C:10]([C:11]([F:14])([F:13])[F:12])[C:5]2=[N:4][C:3]=1[C:18](OC)=[O:19].[OH-].[Na+].Cl.S(Cl)(Cl)=O.C(N(C(C)C)C(C)C)C.Cl.[NH:39]1[CH2:44][CH2:43][CH:42]([N:45]2[CH2:49][CH2:48][O:47][C:46]2=[O:50])[CH2:41][CH2:40]1, predict the reaction product. The product is: [Cl:1][C:2]1[N:6]2[CH:7]=[C:8]([O:15][CH2:16][CH3:17])[CH:9]=[C:10]([C:11]([F:12])([F:14])[F:13])[C:5]2=[N:4][C:3]=1[C:18]([N:39]1[CH2:40][CH2:41][CH:42]([N:45]2[CH2:49][CH2:48][O:47][C:46]2=[O:50])[CH2:43][CH2:44]1)=[O:19]. (8) Given the reactants [O-]S([O-])(=O)=O.[Mg+2].[NH2:7][CH2:8][C@@H:9]1[C@H:13]2[O:14][C:15]([CH3:18])([CH3:17])[O:16][C@H:12]2[C@H:11]([N:19]2[C:23]3[N:24]=[CH:25][N:26]=[C:27]([NH:28][CH:29]4[CH2:31][CH2:30]4)[C:22]=3[CH:21]=[CH:20]2)[CH2:10]1.[Cl:32][C:33]1[C:34]([C:55]([F:58])([F:57])[F:56])=[CH:35][C:36]2[N:40]=[C:39]([CH2:41][CH2:42][CH2:43][CH:44]=O)[N:38]([CH2:46][O:47][CH2:48][CH2:49][Si:50]([CH3:53])([CH3:52])[CH3:51])[C:37]=2[CH:54]=1.[BH-](OC(C)=O)(OC(C)=O)OC(C)=O.[Na+], predict the reaction product. The product is: [Cl:32][C:33]1[C:34]([C:55]([F:58])([F:56])[F:57])=[CH:35][C:36]2[N:40]=[C:39]([CH2:41][CH2:42][CH2:43][CH2:44][NH:7][CH2:8][C@@H:9]3[C@H:13]4[O:14][C:15]([CH3:17])([CH3:18])[O:16][C@H:12]4[C@H:11]([N:19]4[C:23]5[N:24]=[CH:25][N:26]=[C:27]([NH:28][CH:29]6[CH2:31][CH2:30]6)[C:22]=5[CH:21]=[CH:20]4)[CH2:10]3)[N:38]([CH2:46][O:47][CH2:48][CH2:49][Si:50]([CH3:52])([CH3:51])[CH3:53])[C:37]=2[CH:54]=1.